Dataset: Full USPTO retrosynthesis dataset with 1.9M reactions from patents (1976-2016). Task: Predict the reactants needed to synthesize the given product. (1) Given the product [CH2:1]([O:3][C:4](=[O:18])/[CH:5]=[C:6](/[O:8][C:9]1[CH:14]=[CH:13][CH:12]=[CH:11][C:10]=1[CH2:15][CH2:16][CH3:17])\[CH2:7][Br:19])[CH3:2], predict the reactants needed to synthesize it. The reactants are: [CH2:1]([O:3][C:4](=[O:18])/[CH:5]=[C:6](/[O:8][C:9]1[CH:14]=[CH:13][CH:12]=[CH:11][C:10]=1[CH2:15][CH2:16][CH3:17])\[CH3:7])[CH3:2].[Br:19]N1C(=O)CCC1=O.C(OOC(=O)C1C=CC=CC=1)(=O)C1C=CC=CC=1. (2) Given the product [NH2:1][C:2]1[CH:6]=[C:5]([Br:7])[S:4][C:3]=1[C:8]([NH2:19])=[O:10], predict the reactants needed to synthesize it. The reactants are: [NH2:1][C:2]1[CH:6]=[C:5]([Br:7])[S:4][C:3]=1[C:8]([O:10]C)=O.[OH-].[Na+].Cl.[Cl-].[NH4+].C([N:19](CC)CC)C.ON1C2C=CC=CC=2N=N1.Cl.C(N=C=NCCCN(C)C)C.C([O-])(O)=O.[Na+]. (3) Given the product [Cl:1][C:2]1[C:10]([C:11]([F:14])([F:13])[F:12])=[CH:9][CH:8]=[CH:7][C:3]=1[C:4]([Cl:23])=[O:5], predict the reactants needed to synthesize it. The reactants are: [Cl:1][C:2]1[C:10]([C:11]([F:14])([F:13])[F:12])=[CH:9][CH:8]=[CH:7][C:3]=1[C:4](O)=[O:5].CN(C)C=O.C(Cl)(=O)C([Cl:23])=O. (4) Given the product [F:1][C:2]1[CH:3]=[CH:4][C:5]([C:6]2[O:8][N:24]=[C:25]([C:26]3[CH:31]=[CH:30][C:29]([C:32]4[NH:36][C:35]5[CH:37]=[CH:38][C:39]([O:41][CH3:42])=[CH:40][C:34]=5[N:33]=4)=[CH:28][CH:27]=3)[N:43]=2)=[CH:9][CH:10]=1, predict the reactants needed to synthesize it. The reactants are: [F:1][C:2]1[CH:10]=[CH:9][C:5]([C:6]([OH:8])=O)=[CH:4][CH:3]=1.C(C1NC=CN=1)(C1NC=CN=1)=O.O/[N:24]=[C:25](\[NH2:43])/[C:26]1[CH:31]=[CH:30][C:29]([C:32]2[NH:36][C:35]3[CH:37]=[CH:38][C:39]([O:41][CH3:42])=[CH:40][C:34]=3[N:33]=2)=[CH:28][CH:27]=1. (5) Given the product [N:17]1[CH:16]=[C:15]([N:10]2[CH2:11][CH2:12][N:8]([C:3]3[CH:4]=[N:5][CH:6]=[CH:7][C:2]=3[CH3:1])[C:9]2=[O:13])[N:19]2[CH:20]=[CH:21][CH:22]=[CH:23][C:18]=12, predict the reactants needed to synthesize it. The reactants are: [CH3:1][C:2]1[CH:7]=[CH:6][N:5]=[CH:4][C:3]=1[N:8]1[CH2:12][CH2:11][NH:10][C:9]1=[O:13].I[C:15]1[N:19]2[CH:20]=[CH:21][CH:22]=[CH:23][C:18]2=[N:17][CH:16]=1.N[C@@H]1CCCC[C@H]1N.P([O-])([O-])([O-])=O.[K+].[K+].[K+]. (6) Given the product [CH:12]([OH:19])=[O:31].[OH:31][CH:27]1[CH2:28][CH2:29][CH2:30][CH:25]([NH:24][C:2]2[N:7]3[N:8]=[C:9]([NH:11][C:12](=[O:19])[C:13]4[CH:18]=[CH:17][CH:16]=[N:15][CH:14]=4)[N:10]=[C:6]3[CH:5]=[C:4]([C:20]([F:23])([F:22])[F:21])[CH:3]=2)[CH2:26]1, predict the reactants needed to synthesize it. The reactants are: Cl[C:2]1[N:7]2[N:8]=[C:9]([NH:11][C:12](=[O:19])[C:13]3[CH:18]=[CH:17][CH:16]=[N:15][CH:14]=3)[N:10]=[C:6]2[CH:5]=[C:4]([C:20]([F:23])([F:22])[F:21])[CH:3]=1.[NH2:24][CH:25]1[CH2:30][CH2:29][CH2:28][CH:27]([OH:31])[CH2:26]1.Cl. (7) Given the product [CH3:25][N:26]([CH3:27])[CH2:2][CH2:3][N:4]1[CH:8]=[C:7]([B:9]2[O:13][C:12]([CH3:15])([CH3:14])[C:11]([CH3:17])([CH3:16])[O:10]2)[CH:6]=[N:5]1, predict the reactants needed to synthesize it. The reactants are: Cl[CH2:2][CH2:3][N:4]1[CH:8]=[C:7]([B:9]2[O:13][C:12]([CH3:15])([CH3:14])[C:11]([CH3:17])([CH3:16])[O:10]2)[CH:6]=[N:5]1.C1COCC1.[I-].[K+].[CH3:25][NH:26][CH3:27]. (8) Given the product [NH2:1][C:2]1[C:7]([O:8][C:9]2[CH:14]=[C:13]([I:15])[C:12]([O:16][CH3:17])=[CH:11][C:10]=2[CH:18]([CH3:20])[CH3:19])=[CH:6][N:5]=[C:4]([NH:21][C:22](=[O:25])[CH2:23][N:29]([CH2:30][CH2:31][CH3:32])[CH2:26][CH2:27][CH3:28])[N:3]=1, predict the reactants needed to synthesize it. The reactants are: [NH2:1][C:2]1[C:7]([O:8][C:9]2[CH:14]=[C:13]([I:15])[C:12]([O:16][CH3:17])=[CH:11][C:10]=2[CH:18]([CH3:20])[CH3:19])=[CH:6][N:5]=[C:4]([NH:21][C:22](=[O:25])[CH2:23]Cl)[N:3]=1.[CH2:26]([NH:29][CH2:30][CH2:31][CH3:32])[CH2:27][CH3:28].[I-].[Na+]. (9) Given the product [Cl:1][C:2]1[CH:3]=[CH:4][C:5]([C@H:8]2[N:15]3[C:11]([S:12][C:13]([C:19]([N:32]([CH2:30][CH3:31])[C@H:33]4[CH2:37][CH2:36][N:35]([C:38]([O:40][C:41]([CH3:43])([CH3:42])[CH3:44])=[O:39])[CH2:34]4)=[O:20])=[C:14]3[CH:16]([CH3:18])[CH3:17])=[N:10][C@:9]2([C:23]2[CH:28]=[CH:27][C:26]([Cl:29])=[CH:25][CH:24]=2)[CH3:22])=[CH:6][CH:7]=1, predict the reactants needed to synthesize it. The reactants are: [Cl:1][C:2]1[CH:7]=[CH:6][C:5]([C@H:8]2[N:15]3[C:11]([S:12][C:13]([C:19](O)=[O:20])=[C:14]3[CH:16]([CH3:18])[CH3:17])=[N:10][C@:9]2([C:23]2[CH:28]=[CH:27][C:26]([Cl:29])=[CH:25][CH:24]=2)[CH3:22])=[CH:4][CH:3]=1.[CH2:30]([NH:32][C@H:33]1[CH2:37][CH2:36][N:35]([C:38]([O:40][C:41]([CH3:44])([CH3:43])[CH3:42])=[O:39])[CH2:34]1)[CH3:31].